Dataset: Reaction yield outcomes from USPTO patents with 853,638 reactions. Task: Predict the reaction yield, written as a fraction of the theoretical maximum amount of product (1.0 means a 100% yield; for example, 0.34 means a 34% yield). (1) The reactants are C([O:3][C:4]([C:6]1[S:7][C:8]([CH3:14])=[C:9]([CH2:11][C:12]#[N:13])[CH:10]=1)=[O:5])C.C(=O)(O)[O-].[Na+]. The catalyst is CCO.O. The product is [C:12]([CH2:11][C:9]1[CH:10]=[C:6]([C:4]([OH:5])=[O:3])[S:7][C:8]=1[CH3:14])#[N:13]. The yield is 0.672. (2) The reactants are Cl.[F:2][C:3]([F:14])([F:13])[O:4][C:5]1[CH:10]=[CH:9][C:8]([NH:11][NH2:12])=[CH:7][CH:6]=1.Cl[CH2:16][CH2:17][C:18](Cl)=[O:19].CCN(C(C)C)C(C)C. The catalyst is C1COCC1. The product is [F:2][C:3]([F:13])([F:14])[O:4][C:5]1[CH:6]=[CH:7][C:8]([N:11]2[CH2:16][CH2:17][C:18](=[O:19])[NH:12]2)=[CH:9][CH:10]=1. The yield is 0.370. (3) The catalyst is CO.O. The yield is 0.900. The product is [CH3:4][NH:5]/[CH:6]=[CH:7]/[C:8]1[CH:15]=[CH:14][CH:13]=[C:12]([N+:16]([O-:18])=[O:17])[C:9]=1[C:10]#[N:11]. The reactants are Cl.CN.[CH3:4][N:5](C)/[CH:6]=[CH:7]/[C:8]1[CH:15]=[CH:14][CH:13]=[C:12]([N+:16]([O-:18])=[O:17])[C:9]=1[C:10]#[N:11]. (4) The reactants are [CH2:1]([O:8][C:9]1[CH:14]=[CH:13][N:12]([C:15]2[NH:16][C:17]([C:21]([OH:23])=O)=[C:18]([CH3:20])[N:19]=2)[C:11](=[O:24])[CH:10]=1)[C:2]1[CH:7]=[CH:6][CH:5]=[CH:4][CH:3]=1.[CH2:25]([NH2:32])[C:26]1[CH:31]=[CH:30][CH:29]=[CH:28][CH:27]=1. No catalyst specified. The product is [CH2:25]([NH:32][C:21]([C:17]1[NH:16][C:15]([N:12]2[CH:13]=[CH:14][C:9]([O:8][CH2:1][C:2]3[CH:7]=[CH:6][CH:5]=[CH:4][CH:3]=3)=[CH:10][C:11]2=[O:24])=[N:19][C:18]=1[CH3:20])=[O:23])[C:26]1[CH:31]=[CH:30][CH:29]=[CH:28][CH:27]=1. The yield is 0.590. (5) The reactants are [CH2:1]([O:8][C:9]1[CH:14]=[C:13](I)[C:12]([O:16][CH2:17][O:18][CH3:19])=[CH:11][N:10]=1)[C:2]1[CH:7]=[CH:6][CH:5]=[CH:4][CH:3]=1.[C:20]([C:22]1[CH:27]=[CH:26][C:25]([F:28])=[CH:24][CH:23]=1)#[CH:21]. The catalyst is O1CCOCC1.[Cu]I.Cl[Pd](Cl)([P](C1C=CC=CC=1)(C1C=CC=CC=1)C1C=CC=CC=1)[P](C1C=CC=CC=1)(C1C=CC=CC=1)C1C=CC=CC=1. The product is [CH2:1]([O:8][C:9]1[CH:14]=[C:13]([C:21]#[C:20][C:22]2[CH:27]=[CH:26][C:25]([F:28])=[CH:24][CH:23]=2)[C:12]([O:16][CH2:17][O:18][CH3:19])=[CH:11][N:10]=1)[C:2]1[CH:7]=[CH:6][CH:5]=[CH:4][CH:3]=1. The yield is 0.860. (6) The reactants are [C:1]([O:5][C:6]([NH:8][CH2:9][CH2:10][CH2:11][CH2:12][C:13]1[CH:23]=[CH:22][C:16]([O:17][CH2:18][C:19]([OH:21])=O)=[CH:15][CH:14]=1)=[O:7])([CH3:4])([CH3:3])[CH3:2].C1C=NC2N(O)N=NC=2C=1.C(N(C(C)C)CC)(C)C.CCN=C=NCCCN(C)C.Cl.S(O)(O)(=O)=O.[NH2:60][C:61]1[NH:62][CH:63]=[CH:64][N:65]=1. The catalyst is C1COCC1.CN(C1C=CN=CC=1)C.CC#N.C(Cl)Cl. The product is [C:1]([O:5][C:6](=[O:7])[NH:8][CH2:9][CH2:10][CH2:11][CH2:12][C:13]1[CH:14]=[CH:15][C:16]([O:17][CH2:18][C:19](=[O:21])[NH:60][C:61]2[NH:62][CH:63]=[CH:64][N:65]=2)=[CH:22][CH:23]=1)([CH3:2])([CH3:3])[CH3:4]. The yield is 0.660.